Predict the reaction yield, written as a fraction of the theoretical maximum amount of product (1.0 means a 100% yield; for example, 0.34 means a 34% yield). From a dataset of Reaction yield outcomes from USPTO patents with 853,638 reactions. (1) The reactants are [N+:1]([C:4]1[CH:27]=[CH:26][C:25]([N:28]2[CH2:33][CH2:32][CH2:31][CH2:30][CH2:29]2)=[CH:24][C:5]=1[C:6]([NH:8][C:9]1[N:10]=[CH:11][N:12]([C:14]2[CH:19]=[CH:18][CH:17]=[C:16]([C:20]([F:23])([F:22])[F:21])[CH:15]=2)[CH:13]=1)=[O:7])([O-])=O. The catalyst is CO.ClCCl.[Pd]. The product is [NH2:1][C:4]1[CH:27]=[CH:26][C:25]([N:28]2[CH2:33][CH2:32][CH2:31][CH2:30][CH2:29]2)=[CH:24][C:5]=1[C:6]([NH:8][C:9]1[N:10]=[CH:11][N:12]([C:14]2[CH:19]=[CH:18][CH:17]=[C:16]([C:20]([F:22])([F:23])[F:21])[CH:15]=2)[CH:13]=1)=[O:7]. The yield is 0.850. (2) The reactants are [CH3:1][C:2]1[C:3]([NH:8][C:9](=O)OC(C)(C)C)=[N:4][CH:5]=[CH:6][CH:7]=1.[CH2:16]([Li])[CH2:17][CH2:18][CH3:19].CN(OC)C(C1CCC1)=O.Cl. The catalyst is O1CCCC1. The product is [CH:16]1([C:9]2[NH:8][C:3]3=[N:4][CH:5]=[CH:6][CH:7]=[C:2]3[CH:1]=2)[CH2:19][CH2:18][CH2:17]1. The yield is 0.780. (3) The reactants are Cl/[CH:2]=[C:3](/[C:13]1[S:14][C:15]([CH3:18])=[CH:16][CH:17]=1)\[O:4][C:5]1[CH:10]=[CH:9][CH:8]=[C:7]([O:11][CH3:12])[CH:6]=1.[F-].[Cs+].C(=O)([O-])[O-].[Cs+].[Cs+]. The catalyst is C1C=CC(/C=C/C(/C=C/C2C=CC=CC=2)=O)=CC=1.C1C=CC(/C=C/C(/C=C/C2C=CC=CC=2)=O)=CC=1.C1C=CC(/C=C/C(/C=C/C2C=CC=CC=2)=O)=CC=1.[Pd].[Pd].O(C1C=CC=CC=1P(C1C=CC=CC=1)C1C=CC=CC=1)C1C=CC=CC=1P(C1C=CC=CC=1)C1C=CC=CC=1. The product is [CH3:12][O:11][C:7]1[CH:8]=[CH:9][C:10]2[CH:2]=[C:3]([C:13]3[S:14][C:15]([CH3:18])=[CH:16][CH:17]=3)[O:4][C:5]=2[CH:6]=1. The yield is 0.870. (4) The reactants are [Cl:1][C:2]1[C:11]2[C:6](=[CH:7][CH:8]=[CH:9][CH:10]=2)[CH:5]=[CH:4][N:3]=1.C1C=C(Cl)C=C(C(OO)=[O:20])C=1. The catalyst is C(Cl)Cl. The product is [Cl:1][C:2]1[C:11]2[C:6](=[CH:7][CH:8]=[CH:9][CH:10]=2)[CH:5]=[CH:4][N+:3]=1[O-:20]. The yield is 0.360. (5) The yield is 0.850. The catalyst is O1CCCC1. The reactants are [CH3:1][O:2][C:3]1[C:8]([O:9][CH2:10][CH2:11][O:12][CH3:13])=[CH:7][CH:6]=[CH:5][C:4]=1[CH2:14][C:15]#[N:16].[C:17](OCC)(=[O:19])[CH3:18]. The product is [CH3:1][O:2][C:3]1[C:8]([O:9][CH2:10][CH2:11][O:12][CH3:13])=[CH:7][CH:6]=[CH:5][C:4]=1[CH:14]([C:17](=[O:19])[CH3:18])[C:15]#[N:16].